Dataset: Full USPTO retrosynthesis dataset with 1.9M reactions from patents (1976-2016). Task: Predict the reactants needed to synthesize the given product. (1) Given the product [ClH:37].[CH3:26][N:28]([CH2:2][CH:3]1[CH2:8][CH2:7][CH2:6][N:5]([C:9]([C:11]2[S:12][C:13]([C:16]3[C:20]([CH3:21])=[C:19]([C:22]([F:25])([F:24])[F:23])[O:18][N:17]=3)=[CH:14][CH:15]=2)=[O:10])[CH2:4]1)[CH3:29], predict the reactants needed to synthesize it. The reactants are: O[CH2:2][CH:3]1[CH2:8][CH2:7][CH2:6][N:5]([C:9]([C:11]2[S:12][C:13]([C:16]3[C:20]([CH3:21])=[C:19]([C:22]([F:25])([F:24])[F:23])[O:18][N:17]=3)=[CH:14][CH:15]=2)=[O:10])[CH2:4]1.[CH2:26]([N:28](CC)[CH2:29]C)C.CS([Cl:37])(=O)=O.CNC. (2) Given the product [N:51]1([C:48]2[CH:47]=[CH:46][C:45]([NH:44][C:6]([N:8]3[CH2:13][CH2:12][CH:11]([C:14]4[C:23]5[C:18](=[CH:19][C:20]([N:26]6[CH2:31][CH2:30][O:29][CH2:28][CH2:27]6)=[C:21]([O:24][CH3:25])[CH:22]=5)[N:17]=[CH:16][N:15]=4)[CH2:10][CH2:9]3)=[O:7])=[CH:50][CH:49]=2)[CH2:52][CH2:53][O:54][CH2:55][CH2:56]1, predict the reactants needed to synthesize it. The reactants are: C(O[C:6]([N:8]1[CH2:13][CH2:12][CH:11]([C:14]2[C:23]3[C:18](=[CH:19][C:20]([N:26]4[CH2:31][CH2:30][O:29][CH2:28][CH2:27]4)=[C:21]([O:24][CH3:25])[CH:22]=3)[N:17]=[CH:16][N:15]=2)[CH2:10][CH2:9]1)=[O:7])(C)(C)C.Cl.[N+](C1C=CC(OC(=O)[NH:44][C:45]2[CH:50]=[CH:49][C:48]([N:51]3[CH2:56][CH2:55][O:54][CH2:53][CH2:52]3)=[CH:47][CH:46]=2)=CC=1)([O-])=O. (3) Given the product [CH3:34][O:33][C:12]1[CH:13]=[C:14]2[C:19](=[CH:20][C:11]=1[O:10][CH2:9][CH2:8][CH2:7][N:41]1[CH2:46][CH2:45][CH2:44][CH2:43][CH2:42]1)[N:18]=[CH:17][CH:16]=[C:15]2[O:21][C:22]1[C:23]([CH3:32])=[N:24][C:25]2[C:30]([CH:31]=1)=[CH:29][CH:28]=[CH:27][CH:26]=2, predict the reactants needed to synthesize it. The reactants are: CN(C)C=O.Cl[CH2:7][CH2:8][CH2:9][O:10][C:11]1[CH:20]=[C:19]2[C:14]([C:15]([O:21][C:22]3[C:23]([CH3:32])=[N:24][C:25]4[C:30]([CH:31]=3)=[CH:29][CH:28]=[CH:27][CH:26]=4)=[CH:16][CH:17]=[N:18]2)=[CH:13][C:12]=1[O:33][CH3:34].C(=O)([O-])[O-].[K+].[K+].[NH:41]1[CH2:46][CH2:45][CH2:44][CH2:43][CH2:42]1.